Dataset: Full USPTO retrosynthesis dataset with 1.9M reactions from patents (1976-2016). Task: Predict the reactants needed to synthesize the given product. (1) Given the product [CH:30]1([N:27]2[C:5]3[C:6]([O:8][C@@H:9]([C@H:11]4[CH2:15][NH:14][C:13](=[O:26])[CH2:12]4)[CH3:10])=[N:7][C:2]([C:74]4[CH:73]=[CH:72][C:71]([N:68]5[CH2:67][CH2:66][O:65][CH2:70][CH2:69]5)=[CH:76][CH:75]=4)=[CH:3][C:4]=3[N:29]=[CH:28]2)[CH2:32][CH2:31]1, predict the reactants needed to synthesize it. The reactants are: Br[C:2]1[N:7]=[C:6]([O:8][C@@H:9]([C@H:11]2[CH2:15][N:14]([C@@H](C3C=CC(OC)=CC=3)C)[C:13](=[O:26])[CH2:12]2)[CH3:10])[C:5]2[N:27]([CH:30]3[CH2:32][CH2:31]3)[CH:28]=[N:29][C:4]=2[CH:3]=1.ClC1N=C(O[C@@H]([C@H]2CN([C@@H](C3C=CC(OC)=CC=3)C)C(=O)C2)C)C2N(C3CC3)C=NC=2C=1.[O:65]1[CH2:70][CH2:69][N:68]([C:71]2[CH:76]=[CH:75][C:74](B(O)O)=[CH:73][CH:72]=2)[CH2:67][CH2:66]1.FC(F)(F)C(O)=O. (2) Given the product [Cl:24][C:25]1[CH:26]=[C:27]2[C:31](=[CH:32][CH:33]=1)[NH:30][C:29](=[O:34])[C:28]2([OH:35])[C:19]1[C:18]([O:17][CH3:16])=[CH:23][CH:22]=[CH:21][N:20]=1, predict the reactants needed to synthesize it. The reactants are: C([Li])(C)(C)C.BrC1C(C)=CC(C)=CC=1C.[CH3:16][O:17][C:18]1[CH:19]=[N:20][CH:21]=[CH:22][CH:23]=1.[Cl:24][C:25]1[CH:26]=[C:27]2[C:31](=[CH:32][CH:33]=1)[NH:30][C:29](=[O:34])[C:28]2=[O:35]. (3) Given the product [F:23][C:22]([F:25])([F:24])[C:17]1[CH:18]=[CH:19][CH:20]=[CH:21][C:16]=1[C:14]([N:11]1[CH2:12][CH2:13][N:8]([C:5]2[N:6]=[CH:7][C:2]([C:28]#[C:27][CH2:26][O:29][C:30]3[CH:37]=[CH:36][C:33]([C:34]#[N:35])=[CH:32][N:31]=3)=[CH:3][CH:4]=2)[CH2:9][CH2:10]1)=[O:15], predict the reactants needed to synthesize it. The reactants are: I[C:2]1[CH:3]=[CH:4][C:5]([N:8]2[CH2:13][CH2:12][N:11]([C:14]([C:16]3[CH:21]=[CH:20][CH:19]=[CH:18][C:17]=3[C:22]([F:25])([F:24])[F:23])=[O:15])[CH2:10][CH2:9]2)=[N:6][CH:7]=1.[CH2:26]([O:29][C:30]1[CH:37]=[CH:36][C:33]([C:34]#[N:35])=[CH:32][N:31]=1)[C:27]#[CH:28]. (4) Given the product [Cl:1][C:2]1[CH:11]=[CH:10][CH:9]=[C:8]2[C:3]=1[C:4]([OH:20])=[C:5]([C:15]([NH:29][CH2:28][C:27]([O:26][C:22]([CH3:25])([CH3:24])[CH3:23])=[O:30])=[O:16])[C:6](=[O:14])[C:7]2([CH3:13])[CH3:12], predict the reactants needed to synthesize it. The reactants are: [Cl:1][C:2]1[CH:11]=[CH:10][CH:9]=[C:8]2[C:3]=1[C:4]([OH:20])=[C:5]([C:15](OCC)=[O:16])[C:6](=[O:14])[C:7]2([CH3:13])[CH3:12].Cl.[C:22]([O:26][C:27](=[O:30])[CH2:28][NH2:29])([CH3:25])([CH3:24])[CH3:23].CCN(C(C)C)C(C)C.